Dataset: Reaction yield outcomes from USPTO patents with 853,638 reactions. Task: Predict the reaction yield, written as a fraction of the theoretical maximum amount of product (1.0 means a 100% yield; for example, 0.34 means a 34% yield). (1) The reactants are [F:1][C:2]1[CH:3]=[C:4]2[C:8](=[CH:9][CH:10]=1)[N:7]([CH2:11][CH2:12][CH2:13][C:14]([NH:16][C:17]1[C:26]3[C:21](=[CH:22][CH:23]=[CH:24][CH:25]=3)[CH:20]=[CH:19][CH:18]=1)=[O:15])[CH:6]=[CH:5]2.[H-].[Na+].I[CH3:30].O. The catalyst is CN(C)C=O. The product is [F:1][C:2]1[CH:3]=[C:4]2[C:8](=[CH:9][CH:10]=1)[N:7]([CH2:11][CH2:12][CH2:13][C:14]([N:16]([CH3:30])[C:17]1[C:26]3[C:21](=[CH:22][CH:23]=[CH:24][CH:25]=3)[CH:20]=[CH:19][CH:18]=1)=[O:15])[CH:6]=[CH:5]2. The yield is 0.300. (2) The reactants are [CH2:1]([N:3]([CH2:7][CH3:8])[CH2:4][CH2:5][NH2:6])[CH3:2].S=[C:10]1[CH2:14][S:13][C:12](=[O:15])[NH:11]1.[CH:16]([C:18]1[CH:32]=[CH:31][C:21]([O:22][C:23]2[CH:30]=[CH:29][C:26]([C:27]#[N:28])=[CH:25][CH:24]=2)=[C:20]([O:33][CH3:34])[CH:19]=1)=O.[Cl-].[NH4+]. The catalyst is C(O)C.CC(C)([O-])C.[K+]. The product is [CH2:1]([N:3]([CH2:7][CH3:8])[CH2:4][CH2:5][NH:6][C:10]1=[N:11][C:12](=[O:15])[S:13]/[C:14]/1=[CH:16]\[C:18]1[CH:32]=[CH:31][C:21]([O:22][C:23]2[CH:30]=[CH:29][C:26]([C:27]#[N:28])=[CH:25][CH:24]=2)=[C:20]([O:33][CH3:34])[CH:19]=1)[CH3:2]. The yield is 0.150.